This data is from NCI-60 drug combinations with 297,098 pairs across 59 cell lines. The task is: Regression. Given two drug SMILES strings and cell line genomic features, predict the synergy score measuring deviation from expected non-interaction effect. (1) Drug 1: C1CN1P(=S)(N2CC2)N3CC3. Drug 2: B(C(CC(C)C)NC(=O)C(CC1=CC=CC=C1)NC(=O)C2=NC=CN=C2)(O)O. Cell line: MCF7. Synergy scores: CSS=29.6, Synergy_ZIP=-9.27, Synergy_Bliss=-2.13, Synergy_Loewe=-9.58, Synergy_HSA=-1.77. (2) Drug 1: COCCOC1=C(C=C2C(=C1)C(=NC=N2)NC3=CC=CC(=C3)C#C)OCCOC.Cl. Drug 2: CC1C(C(CC(O1)OC2CC(CC3=C2C(=C4C(=C3O)C(=O)C5=C(C4=O)C(=CC=C5)OC)O)(C(=O)CO)O)N)O.Cl. Cell line: PC-3. Synergy scores: CSS=54.4, Synergy_ZIP=-5.08, Synergy_Bliss=-3.61, Synergy_Loewe=-0.305, Synergy_HSA=0.549. (3) Drug 1: CS(=O)(=O)OCCCCOS(=O)(=O)C. Drug 2: C(CCl)NC(=O)N(CCCl)N=O. Cell line: HCT-15. Synergy scores: CSS=13.0, Synergy_ZIP=0.325, Synergy_Bliss=5.13, Synergy_Loewe=-3.30, Synergy_HSA=-2.08. (4) Drug 1: CN(C)C1=NC(=NC(=N1)N(C)C)N(C)C. Drug 2: C1=NNC2=C1C(=O)NC=N2. Cell line: RPMI-8226. Synergy scores: CSS=-2.31, Synergy_ZIP=9.35, Synergy_Bliss=12.6, Synergy_Loewe=0.102, Synergy_HSA=1.46. (5) Drug 1: CC(CN1CC(=O)NC(=O)C1)N2CC(=O)NC(=O)C2. Drug 2: C1=CC(=CC=C1CCCC(=O)O)N(CCCl)CCCl. Cell line: HOP-92. Synergy scores: CSS=33.0, Synergy_ZIP=-13.0, Synergy_Bliss=-8.06, Synergy_Loewe=-4.90, Synergy_HSA=-3.10. (6) Drug 1: C1=NC2=C(N=C(N=C2N1C3C(C(C(O3)CO)O)O)F)N. Drug 2: CCCCCOC(=O)NC1=NC(=O)N(C=C1F)C2C(C(C(O2)C)O)O. Cell line: HCC-2998. Synergy scores: CSS=20.3, Synergy_ZIP=-8.29, Synergy_Bliss=-5.92, Synergy_Loewe=-18.9, Synergy_HSA=-10.0. (7) Drug 1: C1CCN(CC1)CCOC2=CC=C(C=C2)C(=O)C3=C(SC4=C3C=CC(=C4)O)C5=CC=C(C=C5)O. Drug 2: CCCCC(=O)OCC(=O)C1(CC(C2=C(C1)C(=C3C(=C2O)C(=O)C4=C(C3=O)C=CC=C4OC)O)OC5CC(C(C(O5)C)O)NC(=O)C(F)(F)F)O. Cell line: CAKI-1. Synergy scores: CSS=6.75, Synergy_ZIP=-1.53, Synergy_Bliss=0.885, Synergy_Loewe=0.268, Synergy_HSA=1.42. (8) Drug 1: CC1=C(C(=O)C2=C(C1=O)N3CC4C(C3(C2COC(=O)N)OC)N4)N. Drug 2: C1CN(P(=O)(OC1)NCCCl)CCCl. Cell line: U251. Synergy scores: CSS=26.8, Synergy_ZIP=3.47, Synergy_Bliss=6.00, Synergy_Loewe=-29.1, Synergy_HSA=-1.14. (9) Drug 1: C(=O)(N)NO. Drug 2: CCC1(C2=C(COC1=O)C(=O)N3CC4=CC5=C(C=CC(=C5CN(C)C)O)N=C4C3=C2)O.Cl. Cell line: BT-549. Synergy scores: CSS=25.8, Synergy_ZIP=1.79, Synergy_Bliss=-1.01, Synergy_Loewe=-21.1, Synergy_HSA=1.70. (10) Drug 1: CC12CCC(CC1=CCC3C2CCC4(C3CC=C4C5=CN=CC=C5)C)O. Drug 2: CC(C)NC(=O)C1=CC=C(C=C1)CNNC.Cl. Cell line: SK-MEL-5. Synergy scores: CSS=-3.27, Synergy_ZIP=1.11, Synergy_Bliss=-1.14, Synergy_Loewe=-6.44, Synergy_HSA=-5.35.